Dataset: NCI-60 drug combinations with 297,098 pairs across 59 cell lines. Task: Regression. Given two drug SMILES strings and cell line genomic features, predict the synergy score measuring deviation from expected non-interaction effect. Drug 1: C1=CC(=CC=C1CC(C(=O)O)N)N(CCCl)CCCl.Cl. Drug 2: CCN(CC)CCCC(C)NC1=C2C=C(C=CC2=NC3=C1C=CC(=C3)Cl)OC. Cell line: RXF 393. Synergy scores: CSS=25.3, Synergy_ZIP=-3.38, Synergy_Bliss=2.23, Synergy_Loewe=-11.2, Synergy_HSA=2.91.